Dataset: Full USPTO retrosynthesis dataset with 1.9M reactions from patents (1976-2016). Task: Predict the reactants needed to synthesize the given product. (1) Given the product [OH:1][C:2]1[CH:12]=[CH:11][C:5]([CH:6]=[CH:7][C:8]([O:10][CH2:18][CH2:17][O:16][CH3:15])=[O:9])=[CH:4][C:3]=1[O:13][CH3:14], predict the reactants needed to synthesize it. The reactants are: [OH:1][C:2]1[CH:12]=[CH:11][C:5]([CH:6]=[CH:7][C:8]([OH:10])=[O:9])=[CH:4][C:3]=1[O:13][CH3:14].[CH3:15][O:16][CH2:17][CH2:18]O.C1(C)C=CC(S(O)(=O)=O)=CC=1.C(OCC)(=O)C. (2) The reactants are: Cl[C:2]1[N:7]=[C:6]([N:8]2[CH2:13][CH2:12][O:11][CH2:10][C@H:9]2[CH3:14])[CH:5]=[C:4]([C:15]2([S:21]([CH:24]3[CH2:26][CH2:25]3)(=[O:23])=[O:22])[CH2:20][CH2:19][O:18][CH2:17][CH2:16]2)[N:3]=1.C(=O)([O-])[O-].[Na+].[Na+].[NH:33]1[C:41]2[C:36](=[C:37](B(O)O)[CH:38]=[CH:39][CH:40]=2)[CH:35]=[CH:34]1. Given the product [CH:24]1([S:21]([C:15]2([C:4]3[CH:5]=[C:6]([N:8]4[CH2:13][CH2:12][O:11][CH2:10][C@H:9]4[CH3:14])[N:7]=[C:2]([C:37]4[CH:38]=[CH:39][CH:40]=[C:41]5[C:36]=4[CH:35]=[CH:34][NH:33]5)[N:3]=3)[CH2:20][CH2:19][O:18][CH2:17][CH2:16]2)(=[O:23])=[O:22])[CH2:26][CH2:25]1, predict the reactants needed to synthesize it.